This data is from Full USPTO retrosynthesis dataset with 1.9M reactions from patents (1976-2016). The task is: Predict the reactants needed to synthesize the given product. (1) Given the product [C:18]([O:22][C:23]([N:5]1[C:6]([CH3:7])=[C:2]([Cl:1])[C:3]([C:8]([F:9])([F:11])[F:10])=[N:4]1)=[O:26])([CH3:21])([CH3:20])[CH3:19], predict the reactants needed to synthesize it. The reactants are: [Cl:1][C:2]1[C:3]([C:8]([F:11])([F:10])[F:9])=[N:4][NH:5][C:6]=1[CH3:7].C(=O)([O-])[O-].[K+].[K+].[C:18]([O:22][C:23](=[O:26])CBr)([CH3:21])([CH3:20])[CH3:19]. (2) Given the product [CH3:34][O:35][CH2:29][CH2:28][O:27][C:23]1[C:24]([CH:25]=[C:19]([NH:18][C:6]2[C:5]3[C:10](=[CH:11][C:12]([O:13][CH2:14][CH2:15][O:16][CH3:17])=[C:3]([O:2][CH3:1])[CH:4]=3)[N:9]=[CH:8][N:7]=2)[C:20](=[O:21])[CH:22]=1)=[O:26], predict the reactants needed to synthesize it. The reactants are: [CH3:1][O:2][C:3]1[CH:4]=[C:5]2[C:10](=[CH:11][C:12]=1[O:13][CH2:14][CH2:15][O:16][CH3:17])[N:9]=[CH:8][N:7]=[C:6]2[NH:18][C:19]1[C:20]([CH:22]=[C:23]([O:27][C:28]2C=CC=C[CH:29]=2)[C:24](=[O:26])[CH:25]=1)=[O:21].[CH3:34][O:35]C(O)C. (3) Given the product [CH3:16][CH:15]1[O:17][B:29]([OH:30])[C:2]2[CH:14]=[CH:13][C:5]([OH:6])=[CH:4][C:3]1=2, predict the reactants needed to synthesize it. The reactants are: Br[C:2]1[CH:14]=[CH:13][C:5]([O:6]C2CCCCO2)=[CH:4][C:3]=1[CH:15]([O:17]C1CCCCO1)[CH3:16].[Li]CCCC.[B:29](OC(C)C)(OC(C)C)[O:30]C(C)C.Cl. (4) Given the product [CH3:21][O:20][CH:17]([O:18][CH3:19])[CH2:16][CH2:15][CH2:14][N:11]1[CH2:12][CH2:13][N:9]([OH:8])[C:10]1=[O:22], predict the reactants needed to synthesize it. The reactants are: C([O:8][N:9]1[CH2:13][CH2:12][N:11]([CH2:14][CH2:15][CH2:16][CH:17]([O:20][CH3:21])[O:18][CH3:19])[C:10]1=[O:22])C1C=CC=CC=1.C([O-])=O.[NH4+]. (5) Given the product [CH:19]([N:10]1[CH2:9][CH2:8][C:7]2[C:12](=[CH:13][C:4]([N+:1]([O-:3])=[O:2])=[CH:5][CH:6]=2)[CH2:11]1)([CH3:21])[CH3:18], predict the reactants needed to synthesize it. The reactants are: [N+:1]([C:4]1[CH:13]=[C:12]2[C:7]([C:8]3(CC3)[CH2:9][NH:10][CH2:11]2)=[CH:6][CH:5]=1)([O-:3])=[O:2].C=O.[CH3:18][C:19]([CH3:21])=O. (6) Given the product [CH2:1]([N:8]1[C:13](=[NH:14])[CH2:12][NH:11][C:9]1=[O:10])[C:2]1[CH:7]=[CH:6][CH:5]=[CH:4][CH:3]=1, predict the reactants needed to synthesize it. The reactants are: [CH2:1]([NH:8][C:9]([NH:11][CH2:12][C:13]#[N:14])=[O:10])[C:2]1[CH:7]=[CH:6][CH:5]=[CH:4][CH:3]=1.[H-].[Na+].